This data is from Full USPTO retrosynthesis dataset with 1.9M reactions from patents (1976-2016). The task is: Predict the reactants needed to synthesize the given product. (1) The reactants are: [Cl:1][C:2]1[CH:7]=[CH:6][C:5]([C:8](=[O:24])[CH:9]([C:18]2[CH:23]=[CH:22][N:21]=[CH:20][CH:19]=2)[CH2:10][C:11](=O)[C:12]([CH3:16])([CH3:15])[C:13]#[N:14])=[CH:4][C:3]=1[O:25][CH3:26].O=P12OP3(OP(OP(O3)(O1)=O)(=O)O2)=O.C(=O)([O-])O.[Na+]. Given the product [Cl:1][C:2]1[CH:7]=[CH:6][C:5]([C:8]2[O:24][C:11]([C:12]([CH3:16])([CH3:15])[C:13]#[N:14])=[CH:10][C:9]=2[C:18]2[CH:23]=[CH:22][N:21]=[CH:20][CH:19]=2)=[CH:4][C:3]=1[O:25][CH3:26], predict the reactants needed to synthesize it. (2) Given the product [CH2:13]([NH:12][C:4]1[N:5]=[C:6]([NH:8][CH2:9][CH2:10][CH3:11])[N:7]=[C:2]([N:18]([CH3:17])[OH:19])[N:3]=1)[CH2:14][CH3:15], predict the reactants needed to synthesize it. The reactants are: Cl[C:2]1[N:7]=[C:6]([NH:8][CH2:9][CH2:10][CH3:11])[N:5]=[C:4]([NH:12][CH2:13][CH2:14][CH3:15])[N:3]=1.Cl.[CH3:17][NH:18][OH:19]. (3) Given the product [Br:49][C:50]1[CH:51]=[C:52]([NH:53][C:15]([C:3]2[N:4]([CH3:14])[CH:5]=[C:6]([S:7](=[O:12])(=[O:13])[NH:8][CH:9]([CH3:10])[CH3:11])[C:2]=2[F:1])=[O:17])[CH:54]=[CH:55][C:56]=1[F:57], predict the reactants needed to synthesize it. The reactants are: [F:1][C:2]1[C:6]([S:7](=[O:13])(=[O:12])[NH:8][CH:9]([CH3:11])[CH3:10])=[CH:5][N:4]([CH3:14])[C:3]=1[C:15]([OH:17])=O.CN(C(ON1N=NC2C=CC=NC1=2)=[N+](C)C)C.F[P-](F)(F)(F)(F)F.CCN(CC)CC.[Br:49][C:50]1[CH:51]=[C:52]([CH:54]=[CH:55][C:56]=1[F:57])[NH2:53].